This data is from Forward reaction prediction with 1.9M reactions from USPTO patents (1976-2016). The task is: Predict the product of the given reaction. (1) Given the reactants Br[C:2]1[CH:3]=[CH:4][C:5]2[O:14][CH2:13][CH2:12][C:11]3[S:10][C:9]([C:15]4[N:16]([CH:20]([CH3:22])[CH3:21])[N:17]=[CH:18][N:19]=4)=[N:8][C:7]=3[C:6]=2[CH:23]=1.[CH2:24]([O:26][C:27]1[C:32](B(O)O)=[CH:31][CH:30]=[CH:29][N:28]=1)[CH3:25], predict the reaction product. The product is: [CH2:24]([O:26][C:27]1[C:32]([C:2]2[CH:3]=[CH:4][C:5]3[O:14][CH2:13][CH2:12][C:11]4[S:10][C:9]([C:15]5[N:16]([CH:20]([CH3:22])[CH3:21])[N:17]=[CH:18][N:19]=5)=[N:8][C:7]=4[C:6]=3[CH:23]=2)=[CH:31][CH:30]=[CH:29][N:28]=1)[CH3:25]. (2) Given the reactants ClCCl.Br[C:5]1[C:6]([C:11]([F:14])([F:13])[F:12])=[N:7][N:8]([CH3:10])[CH:9]=1.[F:15][C:16]1[CH:22]=[C:21](B2OC(C)(C)C(C)(C)O2)[CH:20]=[CH:19][C:17]=1[NH2:18].C([O-])([O-])=O.[Na+].[Na+], predict the reaction product. The product is: [F:15][C:16]1[CH:22]=[C:21]([C:5]2[C:6]([C:11]([F:14])([F:13])[F:12])=[N:7][N:8]([CH3:10])[CH:9]=2)[CH:20]=[CH:19][C:17]=1[NH2:18]. (3) Given the reactants [C:1]([O:5][C:6]([NH:8][CH:9]([C:14]1[CH:19]=[CH:18][CH:17]=[CH:16][CH:15]=1)[CH2:10][C:11]([OH:13])=O)=[O:7])([CH3:4])([CH3:3])[CH3:2].[NH2:20][CH2:21][C@H:22]1[CH2:27][CH2:26][C@H:25]([C:28]([N:30]2[CH2:35][CH2:34][N:33]([C:36](=[O:40])[CH:37]([CH3:39])[CH3:38])[CH2:32][CH2:31]2)=[O:29])[CH2:24][CH2:23]1, predict the reaction product. The product is: [C:1]([O:5][C:6](=[O:7])[NH:8][CH:9]([C:14]1[CH:19]=[CH:18][CH:17]=[CH:16][CH:15]=1)[CH2:10][C:11](=[O:13])[NH:20][CH2:21][C@H:22]1[CH2:27][CH2:26][C@H:25]([C:28]([N:30]2[CH2:35][CH2:34][N:33]([C:36](=[O:40])[CH:37]([CH3:38])[CH3:39])[CH2:32][CH2:31]2)=[O:29])[CH2:24][CH2:23]1)([CH3:2])([CH3:3])[CH3:4]. (4) Given the reactants [Cl:1][C:2]1[CH:3]=[C:4]([CH:8]=[CH:9][C:10]=1[CH2:11][N:12]1[CH2:17][CH2:16][CH:15]([NH:18][C:19]([C:21]2[O:22][C:23]3[C:28]([C:29](=[O:31])[CH:30]=2)=[CH:27][CH:26]=[C:25]([F:32])[CH:24]=3)=[O:20])[CH2:14][CH2:13]1)[C:5](O)=[O:6].C(Cl)Cl.C(Cl)(C(Cl)=O)=O.[N:42]1([CH2:47][CH2:48][NH2:49])[CH2:46][CH2:45][CH2:44][CH2:43]1, predict the reaction product. The product is: [Cl:1][C:2]1[CH:3]=[C:4]([C:5]([NH:49][CH2:48][CH2:47][N:42]2[CH2:46][CH2:45][CH2:44][CH2:43]2)=[O:6])[CH:8]=[CH:9][C:10]=1[CH2:11][N:12]1[CH2:13][CH2:14][CH:15]([NH:18][C:19]([C:21]2[O:22][C:23]3[C:28]([C:29](=[O:31])[CH:30]=2)=[CH:27][CH:26]=[C:25]([F:32])[CH:24]=3)=[O:20])[CH2:16][CH2:17]1. (5) Given the reactants [F:1][C:2]([F:24])([C:10]([F:23])([F:22])[CH2:11][O:12][CH2:13][CH2:14][CH2:15][C:16]1[CH:21]=[CH:20][CH:19]=[CH:18][CH:17]=1)[CH2:3][CH2:4][C:5](OCC)=[O:6].FC(F)(CCC1C=CC=CC=1)CO, predict the reaction product. The product is: [F:1][C:2]([F:24])([C:10]([F:22])([F:23])[CH2:11][O:12][CH2:13][CH2:14][CH2:15][C:16]1[CH:17]=[CH:18][CH:19]=[CH:20][CH:21]=1)[CH2:3][CH2:4][CH2:5][OH:6]. (6) Given the reactants Cl.[CH3:2][C:3]1([CH3:22])[CH2:11][C@H:10]([NH:12][C:13]2[C:18]([C:19]#[N:20])=[CH:17][N:16]=[C:15](Cl)[N:14]=2)[CH2:9][C@H:8]2[N:4]1[CH2:5][CH2:6][CH2:7]2.[NH2:23][C:24]1[CH:25]=[CH:26][C:27]([O:37][C:38]([CH3:49])([CH3:48])[CH2:39][O:40][Si](C(C)(C)C)(C)C)=[C:28]([N:30]2[C:34](=[O:35])[N:33]([CH3:36])[N:32]=[N:31]2)[CH:29]=1, predict the reaction product. The product is: [NH3:4].[CH3:34][OH:35].[CH3:2][C:3]1([CH3:22])[CH2:11][C@H:10]([NH:12][C:13]2[C:18]([C:19]#[N:20])=[CH:17][N:16]=[C:15]([NH:23][C:24]3[CH:25]=[CH:26][C:27]([O:37][C:38]([CH3:49])([CH3:48])[CH2:39][OH:40])=[C:28]([N:30]4[C:34](=[O:35])[N:33]([CH3:36])[N:32]=[N:31]4)[CH:29]=3)[N:14]=2)[CH2:9][C@H:8]2[N:4]1[CH2:5][CH2:6][CH2:7]2. (7) Given the reactants Cl[C:2]1[S:3][C:4]2[CH:10]=[C:9]([O:11][CH3:12])[CH:8]=[CH:7][C:5]=2[N:6]=1.[CH:13]1([CH2:19][NH2:20])[CH2:18][CH2:17][CH2:16][CH2:15][CH2:14]1.CCN(C(C)C)C(C)C, predict the reaction product. The product is: [CH:13]1([CH2:19][NH:20][C:2]2[S:3][C:4]3[CH:10]=[C:9]([O:11][CH3:12])[CH:8]=[CH:7][C:5]=3[N:6]=2)[CH2:18][CH2:17][CH2:16][CH2:15][CH2:14]1. (8) Given the reactants [C:1]([N:8]([CH3:28])[CH:9]1[CH2:14][CH2:13][CH:12]([NH:15][CH2:16][C:17]2[CH:18]=[C:19](B(O)O)[CH:20]=[CH:21][C:22]=2[O:23][CH3:24])[CH2:11][CH2:10]1)([O:3][C:4]([CH3:7])([CH3:6])[CH3:5])=[O:2].Br[C:30]1[CH:35]=[CH:34][C:33]([O:36][CH3:37])=[CH:32][CH:31]=1, predict the reaction product. The product is: [CH3:24][O:23][C:22]1[CH:21]=[CH:20][C:19]([C:30]2[CH:35]=[CH:34][C:33]([O:36][CH3:37])=[CH:32][CH:31]=2)=[CH:18][C:17]=1[CH2:16][NH:15][CH:12]1[CH2:13][CH2:14][CH:9]([N:8]([CH3:28])[C:1](=[O:2])[O:3][C:4]([CH3:7])([CH3:6])[CH3:5])[CH2:10][CH2:11]1. (9) Given the reactants F[C:2]1[CH:3]=[CH:4][C:5]([CH:8]=[O:9])=[N:6][CH:7]=1.[F:10][CH:11]1[CH2:16][CH2:15][NH:14][CH2:13][CH2:12]1.C(=O)([O-])[O-].[K+].[K+], predict the reaction product. The product is: [F:10][CH:11]1[CH2:16][CH2:15][N:14]([C:2]2[CH:3]=[CH:4][C:5]([CH:8]=[O:9])=[N:6][CH:7]=2)[CH2:13][CH2:12]1. (10) Given the reactants [OH:1][CH2:2][C@@H:3]1[O:12][C@H:6]2[O:7][C:8]([CH3:11])([CH3:10])[O:9][C@H:5]2[C@@H:4]1[OH:13].C(=O)(O)[O-:15].[Na+].[Br-].[Na+].ClN1C(=O)N(Cl)C(=O)N(Cl)C1=O, predict the reaction product. The product is: [OH:13][C@H:4]1[C@H:5]2[C@H:6]([O:7][C:8]([CH3:10])([CH3:11])[O:9]2)[O:12][C@H:3]1[C:2]([OH:15])=[O:1].